From a dataset of Peptide-MHC class II binding affinity with 134,281 pairs from IEDB. Regression. Given a peptide amino acid sequence and an MHC pseudo amino acid sequence, predict their binding affinity value. This is MHC class II binding data. (1) The peptide sequence is WNFAGIEAAASAIQG. The MHC is HLA-DPA10301-DPB10402 with pseudo-sequence HLA-DPA10301-DPB10402. The binding affinity (normalized) is 0.196. (2) The peptide sequence is SSSSSLLAMAVLAAL. The MHC is DRB1_1501 with pseudo-sequence DRB1_1501. The binding affinity (normalized) is 0.288.